Dataset: Full USPTO retrosynthesis dataset with 1.9M reactions from patents (1976-2016). Task: Predict the reactants needed to synthesize the given product. (1) Given the product [CH3:1][C:2]1[CH:11]=[CH:10][C:9]2[C:4](=[CH:5][CH:6]=[C:7]3[O:15][CH2:14][CH:13]([CH2:16][N:48]4[CH2:46][CH:43]([CH2:44][CH2:39][N:36]5[C:37]6[C:33](=[CH:32][CH:31]=[C:30]([C:28]#[N:29])[CH:38]=6)[CH:34]=[CH:35]5)[CH2:42]4)[O:12][C:8]3=2)[N:3]=1, predict the reactants needed to synthesize it. The reactants are: [CH3:1][C:2]1[CH:11]=[CH:10][C:9]2[C:4](=[CH:5][CH:6]=[C:7]3[O:15][CH2:14][C@H:13]([CH2:16]OS(C4C=CC(Br)=CC=4)(=O)=O)[O:12][C:8]3=2)[N:3]=1.[C:28]([C:30]1[CH:38]=[C:37]2[C:33]([CH:34]=[CH:35][NH:36]2)=[CH:32][CH:31]=1)#[N:29].[C:39]1(O)[CH:44]=[CH:43][CH:42]=CC=1.[CH2:46]([N:48](CC)CC)C. (2) Given the product [CH3:1][O:2][C:3](=[O:22])[C:4]1[CH:9]=[CH:8][CH:7]=[C:6]([S:10][C:11]2[C:19]3[C:14](=[CH:15][C:16]([Cl:20])=[CH:17][CH:18]=3)[N:13]([CH2:23][C:24]3[CH:29]=[CH:28][CH:27]=[CH:26][CH:25]=3)[C:12]=2[CH3:21])[CH:5]=1, predict the reactants needed to synthesize it. The reactants are: [CH3:1][O:2][C:3](=[O:22])[C:4]1[CH:9]=[CH:8][CH:7]=[C:6]([S:10][C:11]2[C:19]3[C:14](=[CH:15][C:16]([Cl:20])=[CH:17][CH:18]=3)[NH:13][C:12]=2[CH3:21])[CH:5]=1.[CH2:23](Br)[C:24]1[CH:29]=[CH:28][CH:27]=[CH:26][CH:25]=1. (3) Given the product [C:1]([O:5][C:6]1[N:11]=[C:10]([O:12][C:13]([CH3:16])([CH3:15])[CH3:14])[C:9]([C:27]2[C:28]3[CH:35]=[CH:34][NH:33][C:29]=3[N:30]=[CH:31][N:32]=2)=[CH:8][N:7]=1)([CH3:4])([CH3:3])[CH3:2], predict the reactants needed to synthesize it. The reactants are: [C:1]([O:5][C:6]1[N:11]=[C:10]([O:12][C:13]([CH3:16])([CH3:15])[CH3:14])[C:9](B(O)O)=[CH:8][N:7]=1)([CH3:4])([CH3:3])[CH3:2].C(=O)([O-])[O-].[Na+].[Na+].Cl[C:27]1[C:28]2[CH:35]=[CH:34][NH:33][C:29]=2[N:30]=[CH:31][N:32]=1. (4) Given the product [CH:1]1([C:8]2[N:13]=[CH:12][C:11]([C:14]3([C:22]#[N:23])[CH2:15][CH2:16][C:17]([F:20])([F:21])[CH2:18][CH2:19]3)=[CH:10][CH:9]=2)[CH2:3][CH2:2]1, predict the reactants needed to synthesize it. The reactants are: [CH:1]1(B(O)O)[CH2:3][CH2:2]1.Br[C:8]1[N:13]=[CH:12][C:11]([C:14]2([C:22]#[N:23])[CH2:19][CH2:18][C:17]([F:21])([F:20])[CH2:16][CH2:15]2)=[CH:10][CH:9]=1.[O-]P([O-])([O-])=O.[K+].[K+].[K+].C1(P(C2CCCCC2)C2CCCCC2)CCCCC1.[Cl-].[NH4+].